Dataset: Full USPTO retrosynthesis dataset with 1.9M reactions from patents (1976-2016). Task: Predict the reactants needed to synthesize the given product. (1) Given the product [NH2:18][C@H:2]([C:4]1[CH:9]=[C:8]([OH:10])[CH:7]=[CH:6][CH:5]=1)[CH3:1], predict the reactants needed to synthesize it. The reactants are: [CH3:1][C:2]([C:4]1[CH:5]=[CH:6][CH:7]=[C:8]([OH:10])[CH:9]=1)=O.C(O)(=O)C.C([NH2:18])(C)C. (2) The reactants are: [ClH:1].[N:2]12[CH2:9][CH2:8][CH:5]([CH2:6][CH2:7]1)[CH:4]([CH2:10][C:11](OC1C(F)=C(F)C(F)=C(F)C=1F)=O)[CH2:3]2.[Br:25][C:26]1[CH:35]=[CH:34][C:29]2[CH:30]=[C:31]([NH2:33])[S:32][C:28]=2[CH:27]=1.C(=O)([O-])[O-:37].Cl. Given the product [ClH:1].[CH:4]12[CH2:5][CH2:8][CH:9]([CH2:11][CH2:10]1)[N:2]([CH2:7][C:6]([NH:33][C:31]1[S:32][C:28]3[CH:27]=[C:26]([Br:25])[CH:35]=[CH:34][C:29]=3[CH:30]=1)=[O:37])[CH2:3]2, predict the reactants needed to synthesize it. (3) Given the product [Cl:14][C:12]1[CH:11]=[CH:10][C:9]([O:15][CH3:16])=[C:8]([C:6]2[CH:5]=[CH:4][N:3]=[C:2]([O:21][CH:17]3[CH2:20][CH2:19][CH2:18]3)[CH:7]=2)[CH:13]=1, predict the reactants needed to synthesize it. The reactants are: Cl[C:2]1[CH:7]=[C:6]([C:8]2[CH:13]=[C:12]([Cl:14])[CH:11]=[CH:10][C:9]=2[O:15][CH3:16])[CH:5]=[CH:4][N:3]=1.[CH:17]1([OH:21])[CH2:20][CH2:19][CH2:18]1.[K].[O-]CCCC. (4) Given the product [CH3:25][N:17]([CH2:16][C:4]1[S:5][C:6]([S:7]([C:10]2[CH:15]=[CH:14][CH:13]=[CH:12][CH:11]=2)(=[O:9])=[O:8])=[C:2]([N:26]2[CH2:31][CH2:30][CH2:29][CH2:28][C:27]2=[O:32])[CH:3]=1)[C:18](=[O:24])[O:19][C:20]([CH3:23])([CH3:22])[CH3:21], predict the reactants needed to synthesize it. The reactants are: Br[C:2]1[CH:3]=[C:4]([CH2:16][N:17]([CH3:25])[C:18](=[O:24])[O:19][C:20]([CH3:23])([CH3:22])[CH3:21])[S:5][C:6]=1[S:7]([C:10]1[CH:15]=[CH:14][CH:13]=[CH:12][CH:11]=1)(=[O:9])=[O:8].[NH:26]1[CH2:31][CH2:30][CH2:29][CH2:28][C:27]1=[O:32].C(=O)([O-])[O-].[Cs+].[Cs+].O. (5) The reactants are: [C:1]([C:4]1[N:8]2[C:9](=[O:15])[CH:10]=[C:11]([CH2:13]Cl)[N:12]=[C:7]2[S:6][C:5]=1[CH3:16])(=[O:3])[CH3:2].[I-].[K+].C(=O)([O-])[O-].[K+].[K+].[F:25][C:26]([F:33])([F:32])[C:27]1[CH:31]=[CH:30][NH:29][N:28]=1. Given the product [C:1]([C:4]1[N:8]2[C:9](=[O:15])[CH:10]=[C:11]([CH2:13][N:29]3[CH:30]=[CH:31][C:27]([C:26]([F:33])([F:32])[F:25])=[N:28]3)[N:12]=[C:7]2[S:6][C:5]=1[CH3:16])(=[O:3])[CH3:2], predict the reactants needed to synthesize it. (6) Given the product [CH2:1]=[C:2]([P:3]([C:10]1[CH:15]=[CH:14][CH:13]=[CH:12][CH:11]=1)[C:4]1[CH:5]=[CH:6][CH:7]=[CH:8][CH:9]=1)[P:16]([C:23]1[CH:28]=[CH:27][CH:26]=[CH:25][CH:24]=1)[C:17]1[CH:18]=[CH:19][CH:20]=[CH:21][CH:22]=1, predict the reactants needed to synthesize it. The reactants are: [CH2:1]=[C:2]([P:16]([C:23]1[CH:28]=[CH:27][CH:26]=[CH:25][CH:24]=1)[C:17]1[CH:22]=[CH:21][CH:20]=[CH:19][CH:18]=1)[P:3]([C:10]1[CH:15]=[CH:14][CH:13]=[CH:12][CH:11]=1)[C:4]1[CH:9]=[CH:8][CH:7]=[CH:6][CH:5]=1.CCCCCC. (7) Given the product [C:1]([C:3]1[C:12]2[C:7](=[CH:8][CH:9]=[C:10]([O:13][C:14]3[CH:15]=[CH:16][CH:17]=[CH:18][CH:19]=3)[CH:11]=2)[C:6]([OH:20])=[C:5]([C:21]([NH:23][CH2:24][CH2:25][C:26](=[O:31])[C:27]([O:29][CH3:30])=[O:28])=[O:22])[N:4]=1)#[N:2], predict the reactants needed to synthesize it. The reactants are: [C:1]([C:3]1[C:12]2[C:7](=[CH:8][CH:9]=[C:10]([O:13][C:14]3[CH:19]=[CH:18][CH:17]=[CH:16][CH:15]=3)[CH:11]=2)[C:6]([OH:20])=[C:5]([C:21]([NH:23][CH2:24][CH2:25][C@H:26]([OH:31])[C:27]([O:29][CH3:30])=[O:28])=[O:22])[N:4]=1)#[N:2].CC(OI1(OC(C)=O)(OC(C)=O)OC(=O)C2C=CC=CC1=2)=O.[O-]S([O-])(=S)=O.[Na+].[Na+]. (8) Given the product [NH2:20][C:5]1[C:6]([NH:13][C:14]2[CH:19]=[CH:18][CH:17]=[CH:16][CH:15]=2)=[C:7]([C:2]([F:1])=[CH:3][CH:4]=1)[CH2:8][O:9][C:10](=[O:12])[CH3:11], predict the reactants needed to synthesize it. The reactants are: [F:1][C:2]1[C:7]([CH2:8][O:9][C:10](=[O:12])[CH3:11])=[C:6]([NH:13][C:14]2[CH:19]=[CH:18][CH:17]=[CH:16][CH:15]=2)[C:5]([N+:20]([O-])=O)=[CH:4][CH:3]=1. (9) Given the product [OH:49][CH2:46][C:47]([N:43]1[CH2:44][CH2:45][N:40]([C:37]2[CH:38]=[CH:39][C:34]([C:11]3[NH:10][C:14]4=[N:15][CH:16]=[CH:17][C:18]([C:19]5[CH:20]=[CH:21][C:22]([O:27][CH:28]6[CH2:33][CH2:32][O:31][CH2:30][CH2:29]6)=[C:23]([CH:26]=5)[C:24]#[N:25])=[C:13]4[CH:12]=3)=[CH:35][CH:36]=2)[CH2:41][CH2:42]1)=[O:48], predict the reactants needed to synthesize it. The reactants are: C1(S([N:10]2[C:14]3=[N:15][CH:16]=[CH:17][C:18]([C:19]4[CH:20]=[CH:21][C:22]([O:27][CH:28]5[CH2:33][CH2:32][O:31][CH2:30][CH2:29]5)=[C:23]([CH:26]=4)[C:24]#[N:25])=[C:13]3[CH:12]=[C:11]2[C:34]2[CH:39]=[CH:38][C:37]([N:40]3[CH2:45][CH2:44][NH:43][CH2:42][CH2:41]3)=[CH:36][CH:35]=2)(=O)=O)C=CC=CC=1.[C:46](O)(=[O:49])[CH2:47][OH:48].CN(C(ON1N=NC2C=CC=NC1=2)=[N+](C)C)C.F[P-](F)(F)(F)(F)F.CCN(C(C)C)C(C)C.C([O-])([O-])=O.[Cs+].[Cs+]. (10) Given the product [S:33](=[O:36])(=[O:35])([O:27][C:23]1[CH:24]=[CH:25][CH:26]=[C:21]([C:19]2[N:18]=[CH:17][N:16]([C:14](=[O:15])[N:13]([CH:10]3[CH2:11][CH2:12][N:7]([CH2:6][C:5]4[CH:29]=[CH:30][C:2]([F:1])=[C:3]([O:31][CH3:32])[CH:4]=4)[CH2:8][CH2:9]3)[CH3:28])[CH:20]=2)[CH:22]=1)[NH2:34], predict the reactants needed to synthesize it. The reactants are: [F:1][C:2]1[CH:30]=[CH:29][C:5]([CH2:6][N:7]2[CH2:12][CH2:11][CH:10]([N:13]([CH3:28])[C:14]([N:16]3[CH:20]=[C:19]([C:21]4[CH:26]=[CH:25][CH:24]=[C:23]([OH:27])[CH:22]=4)[N:18]=[CH:17]3)=[O:15])[CH2:9][CH2:8]2)=[CH:4][C:3]=1[O:31][CH3:32].[S:33](Cl)(=[O:36])(=[O:35])[NH2:34].